From a dataset of hERG potassium channel inhibition data for cardiac toxicity prediction from Karim et al.. Regression/Classification. Given a drug SMILES string, predict its toxicity properties. Task type varies by dataset: regression for continuous values (e.g., LD50, hERG inhibition percentage) or binary classification for toxic/non-toxic outcomes (e.g., AMES mutagenicity, cardiotoxicity, hepatotoxicity). Dataset: herg_karim. The result is 0 (non-blocker). The compound is COCCOc1ccc2c(c1)Cc1c-2n[nH]c1-c1csc(C#CCOc2ccccc2)c1.